The task is: Predict which catalyst facilitates the given reaction.. This data is from Catalyst prediction with 721,799 reactions and 888 catalyst types from USPTO. (1) Reactant: N(C=CC=O)C1C=CC=CC=1.NC1C=CC=CC=1.[C:19]([CH2:21][C:22]([O:24][CH2:25][CH2:26][CH2:27][CH2:28][CH2:29][CH2:30][CH2:31][CH3:32])=[O:23])#[N:20].[C:33]([N:36]([C:50]1[CH:55]=[CH:54][CH:53]=[CH:52][CH:51]=1)/[CH:37]=[CH:38]/[CH:39]=C(\C#N)/C(OCCCC)=O)(=[O:35])[CH3:34]. Product: [C:33]([N:36]([C:50]1[CH:51]=[CH:52][CH:53]=[CH:54][CH:55]=1)/[CH:37]=[CH:38]/[CH:39]=[C:21](\[C:19]#[N:20])/[C:22]([O:24][CH2:25][CH2:26][CH2:27][CH2:28][CH2:29][CH2:30][CH2:31][CH3:32])=[O:23])(=[O:35])[CH3:34]. The catalyst class is: 152. (2) Reactant: [Cl:1][C:2]1[CH:7]=[CH:6][C:5]([NH:8][C:9]([C:11]2[CH:16]=[CH:15][C:14]([C:17]3[CH:22]=[CH:21][CH:20]=[CH:19][CH:18]=3)=[CH:13][CH:12]=2)=[O:10])=[CH:4][C:3]=1[N:23]1[CH2:32][C:31]2[C:26](=[N:27][C:28](S(C)(=O)=O)=[N:29][CH:30]=2)[N:25]([CH3:37])[C:24]1=[O:38].[NH3:39]. Product: [NH2:39][C:28]1[N:27]=[C:26]2[N:25]([CH3:37])[C:24](=[O:38])[N:23]([C:3]3[CH:4]=[C:5]([NH:8][C:9]([C:11]4[CH:16]=[CH:15][C:14]([C:17]5[CH:22]=[CH:21][CH:20]=[CH:19][CH:18]=5)=[CH:13][CH:12]=4)=[O:10])[CH:6]=[CH:7][C:2]=3[Cl:1])[CH2:32][C:31]2=[CH:30][N:29]=1. The catalyst class is: 7. (3) Reactant: [C:1]([O:5][C:6]([C:8]1[C:9]([CH3:18])=[C:10]2[C:14](=[CH:15][CH:16]=1)[CH:13]([NH2:17])[CH2:12][CH2:11]2)=[O:7])([CH3:4])([CH3:3])[CH3:2].C(N(CC)CC)C.[C:26]([O:30][C:31](=[O:34])[CH2:32]Br)([CH3:29])([CH3:28])[CH3:27]. Product: [C:1]([O:5][C:6]([C:8]1[C:9]([CH3:18])=[C:10]2[C:14](=[CH:15][CH:16]=1)[CH:13]([NH:17][CH2:32][C:31]([O:30][C:26]([CH3:29])([CH3:28])[CH3:27])=[O:34])[CH2:12][CH2:11]2)=[O:7])([CH3:4])([CH3:3])[CH3:2]. The catalyst class is: 7.